From a dataset of Forward reaction prediction with 1.9M reactions from USPTO patents (1976-2016). Predict the product of the given reaction. (1) Given the reactants [F:1][C:2]1[CH:3]=[C:4]([OH:8])[CH:5]=[CH:6][CH:7]=1.C([Mg]Br)C.CCN(CC)CC.[CH2:20]=[O:21].Cl, predict the reaction product. The product is: [F:1][C:2]1[CH:7]=[CH:6][C:5]([CH:20]=[O:21])=[C:4]([OH:8])[CH:3]=1. (2) Given the reactants [BH4-].[Na+].[Cl:3][C:4]1[CH:5]=[C:6]2[C:11](=O)[O:10][C:8](=[O:9])[C:7]2=[CH:13][C:14]=1[Cl:15], predict the reaction product. The product is: [Cl:3][C:4]1[CH:5]=[C:6]2[C:7](=[CH:13][C:14]=1[Cl:15])[C:8](=[O:9])[O:10][CH2:11]2. (3) Given the reactants C([N:8]1[CH2:13][CH2:12][N:11]([C:14]([O:16][C:17]([CH3:20])([CH3:19])[CH3:18])=[O:15])[CH2:10][C@H:9]1[CH2:21]Br)C1C=CC=CC=1.[NH:23]1[C:27]2[CH:28]=[CH:29][CH:30]=[CH:31][C:26]=2[N:25]=[CH:24]1.C(=O)([O-])[O-].[K+].[K+].CN(C=O)C, predict the reaction product. The product is: [N:23]1([CH2:21][C@@H:9]2[NH:8][CH2:13][CH2:12][N:11]([C:14]([O:16][C:17]([CH3:18])([CH3:19])[CH3:20])=[O:15])[CH2:10]2)[C:27]2[CH:28]=[CH:29][CH:30]=[CH:31][C:26]=2[N:25]=[CH:24]1. (4) The product is: [CH3:6][O:7][C:23](=[O:24])[C@H:22]([C:17]1[CH:18]=[CH:19][CH:20]=[CH:21][C:16]=1[Cl:15])[N:26]1[CH2:31][CH2:30][C:29]2[S:32][CH:33]=[CH:34][C:28]=2[CH2:27]1. Given the reactants S(=O)(=O)(O)O.[CH3:6][OH:7].S(OC)(OC)(=O)=O.[Cl:15][C:16]1[CH:21]=[CH:20][CH:19]=[CH:18][C:17]=1[CH:22]([N:26]1[CH2:31][CH2:30][C:29]2[S:32][CH:33]=[CH:34][C:28]=2[CH2:27]1)[C:23](N)=[O:24], predict the reaction product. (5) The product is: [CH3:32][N:31]([CH3:33])[C:30]([CH2:29][O:28][C:22]1[C:21]([F:35])=[C:20]([CH:6]([NH:7][C:8]2[CH:9]=[CH:10][C:11]([C:14]3[N:18]=[C:17]([CH3:19])[O:16][N:15]=3)=[CH:12][CH:13]=2)[C:5]2[NH:4][C:3](=[O:38])[N:40]([C:42]3[CH:50]=[CH:49][CH:48]=[CH:47][C:43]=3[C:44]([OH:46])=[O:45])[N:41]=2)[CH:25]=[C:24]([CH2:26][CH3:27])[CH:23]=1)=[O:34]. Given the reactants CO[C:3](=[O:38])[N:4]=[C:5](SC)[C:6]([C:20]1[CH:25]=[C:24]([CH2:26][CH3:27])[CH:23]=[C:22]([O:28][CH2:29][C:30](=[O:34])[N:31]([CH3:33])[CH3:32])[C:21]=1[F:35])=[N:7][C:8]1[CH:13]=[CH:12][C:11]([C:14]2[N:18]=[C:17]([CH3:19])[O:16][N:15]=2)=[CH:10][CH:9]=1.Cl.[NH:40]([C:42]1[CH:50]=[CH:49][CH:48]=[CH:47][C:43]=1[C:44]([OH:46])=[O:45])[NH2:41].COC(=O)N=C(SC)C(=NC1C=CC(C#N)=CC=1)C1C=C(OC)C=C(OC)C=1F, predict the reaction product. (6) Given the reactants [Cl:1][C:2]1[CH:7]=[CH:6][C:5]([CH2:8][C:9]2[C:14]3[CH:15]=[N:16][CH:17]=[CH:18][C:13]=3[C:12](=[O:19])[N:11]([CH2:20][C@H:21]3[CH2:25][CH2:24][CH2:23][N:22]3[CH2:26][CH2:27][C:28](O)=[O:29])[N:10]=2)=[CH:4][CH:3]=1.C1CN([P+](ON2N=NC3C=CC=CC2=3)(N2CCCC2)N2CCCC2)CC1.F[P-](F)(F)(F)(F)F.C(N(C(C)C)CC)(C)C.O[NH:74][C:75](=[NH:79])[CH2:76][O:77][CH3:78], predict the reaction product. The product is: [ClH:1].[Cl:1][C:2]1[CH:3]=[CH:4][C:5]([CH2:8][C:9]2[C:14]3[CH:15]=[N:16][CH:17]=[CH:18][C:13]=3[C:12](=[O:19])[N:11]([CH2:20][C@H:21]3[CH2:25][CH2:24][CH2:23][N:22]3[CH2:26][CH2:27][C:28]3[O:29][N:79]=[C:75]([CH2:76][O:77][CH3:78])[N:74]=3)[N:10]=2)=[CH:6][CH:7]=1. (7) Given the reactants F[C:2](F)(F)[C:3]([OH:5])=O.[N:8]1[C:12]2([CH2:16][CH2:15][CH2:14][CH2:13]2)[CH2:11][S:10][C:9]=1[NH:17]NC1C=NC(OCC[Si](C)(C)C)=CC=1, predict the reaction product. The product is: [N:8]1[C:12]2([CH2:13][CH2:14][CH2:15][CH2:16]2)[CH2:11][S:10][C:9]=1[NH:17][C:13]1[CH:14]=[CH:2][C:3]([OH:5])=[N:8][CH:12]=1. (8) The product is: [F:23][C:20]1[CH:19]=[CH:18][C:17]([C:15]2[CH:16]=[C:10]3[CH2:9][NH:8][CH2:13][CH2:12][N:11]3[N:14]=2)=[CH:22][CH:21]=1. Given the reactants C([N:8]1[CH2:13][CH2:12][N:11]2[N:14]=[C:15]([C:17]3[CH:22]=[CH:21][C:20]([F:23])=[CH:19][CH:18]=3)[CH:16]=[C:10]2[CH2:9]1)C1C=CC=CC=1, predict the reaction product. (9) Given the reactants [C:1]([O:5][C:6]([N:8]1[CH2:12][CH2:11][C@@H:10]([N:13]2[C:17]3[N:18]=[CH:19][N:20]=[C:21]([NH2:22])[C:16]=3[C:15]([C:23]3[CH:28]=[CH:27][C:26]([O:29][C:30]4[CH:35]=[CH:34][CH:33]=[CH:32][CH:31]=4)=[CH:25][CH:24]=3)=[CH:14]2)[CH2:9]1)=[O:7])([CH3:4])([CH3:3])[CH3:2].[B-](F)(F)(F)[F:37].[B-](F)(F)(F)F.C1[N+]2(CCl)CC[N+](F)(CC2)C1, predict the reaction product. The product is: [NH2:22][C:21]1[C:16]2[C:15]([C:23]3[CH:24]=[CH:25][C:26]([O:29][C:30]4[CH:35]=[CH:34][CH:33]=[CH:32][CH:31]=4)=[CH:27][CH:28]=3)=[C:14]([F:37])[N:13]([C@@H:10]3[CH2:11][CH2:12][N:8]([C:6]([O:5][C:1]([CH3:4])([CH3:2])[CH3:3])=[O:7])[CH2:9]3)[C:17]=2[N:18]=[CH:19][N:20]=1. (10) Given the reactants [CH3:1][C:2]1[N:7]=[C:6]([OH:8])[CH:5]=[C:4](O)[CH:3]=1.P(Br)(Br)([Br:12])=O.C([O-])([O-])=O.[Na+].[Na+], predict the reaction product. The product is: [Br:12][C:4]1[CH:3]=[C:2]([CH3:1])[N:7]=[C:6]([OH:8])[CH:5]=1.